From a dataset of Reaction yield outcomes from USPTO patents with 853,638 reactions. Predict the reaction yield, written as a fraction of the theoretical maximum amount of product (1.0 means a 100% yield; for example, 0.34 means a 34% yield). (1) The reactants are [C:1]([NH:4][CH2:5][C@@H:6]1[O:10][C:9](=[O:11])[N:8]([C:12]2[CH:13]=[C:14]3[C:19](=[CH:20][CH:21]=2)[CH2:18][N:17](C(OCC2C=CC=CC=2)=O)[CH2:16][CH2:15]3)[CH2:7]1)(=[O:3])[CH3:2]. The catalyst is CO.C1COCC1.[OH-].[OH-].[Pd+2]. The product is [CH2:18]1[C:19]2[C:14](=[CH:13][C:12]([N:8]3[CH2:7][C@H:6]([CH2:5][NH:4][C:1](=[O:3])[CH3:2])[O:10][C:9]3=[O:11])=[CH:21][CH:20]=2)[CH2:15][CH2:16][NH:17]1. The yield is 1.00. (2) The reactants are C([O-])([O-])=[O:2].C([O-])([O-])=O.OO.OO.OO.[Na+].[Na+].[Na+].[Na+].[NH2:19][C:20]1[N:21]=[C:22]([NH:31][C:32]2[CH:33]=[C:34]3[C:38](=[C:39]([C:41]4[S:45][C:44]5[CH:46]=[CH:47][CH:48]=[CH:49][C:43]=5[CH:42]=4)[CH:40]=2)[NH:37][N:36]=[CH:35]3)[C:23]2[C:28]([C:29]#[N:30])=[CH:27][NH:26][C:24]=2[N:25]=1.NC1N=C2N=CN(C#N)C(Cl)=C2C=1.O=P(Cl)(Cl)Cl.Cl. The catalyst is [OH-].[K+]. The product is [NH2:19][C:20]1[N:21]=[C:22]([NH:31][C:32]2[CH:33]=[C:34]3[C:38](=[C:39]([C:41]4[S:45][C:44]5[CH:46]=[CH:47][CH:48]=[CH:49][C:43]=5[CH:42]=4)[CH:40]=2)[NH:37][N:36]=[CH:35]3)[C:23]2[C:28]([C:29]([NH2:30])=[O:2])=[CH:27][NH:26][C:24]=2[N:25]=1. The yield is 0.0700.